This data is from Reaction yield outcomes from USPTO patents with 853,638 reactions. The task is: Predict the reaction yield, written as a fraction of the theoretical maximum amount of product (1.0 means a 100% yield; for example, 0.34 means a 34% yield). (1) The reactants are FC(F)(F)C(O)=O.[CH3:8][O:9][C:10]1([CH3:16])[CH2:15][CH2:14][NH:13][CH2:12][CH2:11]1.[Br:17][CH2:18][C:19](Br)=[O:20]. The catalyst is C(Cl)Cl. The product is [Br:17][CH2:18][C:19]([N:13]1[CH2:14][CH2:15][C:10]([O:9][CH3:8])([CH3:16])[CH2:11][CH2:12]1)=[O:20]. The yield is 0.330. (2) The reactants are C[O:2][C:3]([C:5]1[CH:10]=[CH:9][C:8](=[O:11])[N:7]([CH3:12])[C:6]=1[NH:13][C:14]1[CH:19]=[CH:18][C:17]([Br:20])=[CH:16][C:15]=1[F:21])=[O:4].BrC1C=CC(N)=C(F)C=1.C[Si]([N-][Si](C)(C)C)(C)C.[Li+].COC(C1C=CC(=O)NC=1)=O. The catalyst is C1COCC1. The product is [Br:20][C:17]1[CH:18]=[CH:19][C:14]([NH:13][C:6]2[N:7]([CH3:12])[C:8](=[O:11])[CH:9]=[CH:10][C:5]=2[C:3]([OH:4])=[O:2])=[C:15]([F:21])[CH:16]=1. The yield is 0.650. (3) The catalyst is O1CCOCC1.O.CCOC(C)=O.C1C=CC([P]([Pd]([P](C2C=CC=CC=2)(C2C=CC=CC=2)C2C=CC=CC=2)([P](C2C=CC=CC=2)(C2C=CC=CC=2)C2C=CC=CC=2)[P](C2C=CC=CC=2)(C2C=CC=CC=2)C2C=CC=CC=2)(C2C=CC=CC=2)C2C=CC=CC=2)=CC=1. The reactants are Br[C:2]1[C:3]([N:22]2[CH2:27][CH2:26][CH:25]([C:28]3[CH:33]=[CH:32][CH:31]=[CH:30][CH:29]=3)[CH2:24][CH2:23]2)=[C:4]([C@H:10]([O:17][C:18]([CH3:21])([CH3:20])[CH3:19])[C:11]([O:13][CH:14]([CH3:16])[CH3:15])=[O:12])[C:5]([CH3:9])=[N:6][C:7]=1[CH3:8].[F:34][C:35]1[CH:52]=[CH:51][C:38]([CH2:39][CH2:40][O:41][C:42]2[CH:47]=[CH:46][C:45](B(O)O)=[CH:44][CH:43]=2)=[CH:37][CH:36]=1.C(=O)([O-])[O-].[Na+].[Na+]. The product is [C:18]([O:17][C@@H:10]([C:4]1[C:5]([CH3:9])=[N:6][C:7]([CH3:8])=[C:2]([C:45]2[CH:44]=[CH:43][C:42]([O:41][CH2:40][CH2:39][C:38]3[CH:37]=[CH:36][C:35]([F:34])=[CH:52][CH:51]=3)=[CH:47][CH:46]=2)[C:3]=1[N:22]1[CH2:23][CH2:24][CH:25]([C:28]2[CH:29]=[CH:30][CH:31]=[CH:32][CH:33]=2)[CH2:26][CH2:27]1)[C:11]([O:13][CH:14]([CH3:15])[CH3:16])=[O:12])([CH3:20])([CH3:19])[CH3:21]. The yield is 0.520. (4) The reactants are Cl[C:2]1[N:7]=[C:6]([C:8]2[S:12][C:11]([C:13]([NH:16]C(=O)OC(C)(C)C)([CH3:15])[CH3:14])=[N:10][C:9]=2[C:24]2[CH:29]=[CH:28][CH:27]=[C:26]([NH:30][S:31]([C:34]3[C:39]([F:40])=[CH:38][CH:37]=[CH:36][C:35]=3[F:41])(=[O:33])=[O:32])[C:25]=2[F:42])[CH:5]=[CH:4][N:3]=1.[OH-].[NH4+:44]. No catalyst specified. The product is [NH2:16][C:13]([C:11]1[S:12][C:8]([C:6]2[CH:5]=[CH:4][N:3]=[C:2]([NH2:44])[N:7]=2)=[C:9]([C:24]2[C:25]([F:42])=[C:26]([NH:30][S:31]([C:34]3[C:35]([F:41])=[CH:36][CH:37]=[CH:38][C:39]=3[F:40])(=[O:33])=[O:32])[CH:27]=[CH:28][CH:29]=2)[N:10]=1)([CH3:15])[CH3:14]. The yield is 0.450. (5) The reactants are C[N:2]1[C:7](=[O:8])[C:6]2=[C:9]([S:26][CH3:27])[N:10]([CH2:12][C:13]3[CH:18]=[CH:17][C:16]([C:19]4[CH:24]=[CH:23][CH:22]=[C:21]([F:25])[N:20]=4)=[CH:15][CH:14]=3)[N:11]=[C:5]2[N:4]2[C@H:28]3[CH2:33][CH2:32][CH2:31][C@H:29]3[N:30]=[C:3]12.P12(SP3(SP(SP(S3)(S1)=S)(=S)S2)=S)=S.N. The catalyst is CO. The product is [CH3:27][S:26][C:9]1[N:10]([CH2:12][C:13]2[CH:18]=[CH:17][C:16]([C:19]3[CH:24]=[CH:23][CH:22]=[C:21]([F:25])[N:20]=3)=[CH:15][CH:14]=2)[N:11]=[C:5]2[N:4]3[C@H:28]4[CH2:33][CH2:32][CH2:31][C@H:29]4[N:30]=[C:3]3[NH:2][C:7](=[O:8])[C:6]=12. The yield is 0.440. (6) The reactants are [F:1][C:2]1[CH:3]=[C:4]([CH2:17][C:18](O)=[O:19])[CH:5]=[CH:6][C:7]=1[B:8]1[O:12][C:11]([CH3:14])([CH3:13])[C:10]([CH3:16])([CH3:15])[O:9]1.[Si:21]([O:28][CH2:29][C:30]([CH3:44])([CH3:43])[CH2:31][C:32]1[CH:38]=[CH:37][C:35]([NH2:36])=[CH:34][C:33]=1[C:39]([F:42])([F:41])[F:40])([C:24]([CH3:27])([CH3:26])[CH3:25])([CH3:23])[CH3:22].CCN(C(C)C)C(C)C.CN(C(ON1N=NC2C=CC=NC1=2)=[N+](C)C)C.F[P-](F)(F)(F)(F)F. The catalyst is C(Cl)Cl. The product is [Si:21]([O:28][CH2:29][C:30]([CH3:44])([CH3:43])[CH2:31][C:32]1[CH:38]=[CH:37][C:35]([NH:36][C:18](=[O:19])[CH2:17][C:4]2[CH:5]=[CH:6][C:7]([B:8]3[O:12][C:11]([CH3:13])([CH3:14])[C:10]([CH3:16])([CH3:15])[O:9]3)=[C:2]([F:1])[CH:3]=2)=[CH:34][C:33]=1[C:39]([F:40])([F:41])[F:42])([C:24]([CH3:27])([CH3:26])[CH3:25])([CH3:23])[CH3:22]. The yield is 0.720. (7) The reactants are [C:1]12([C:7]3[C:11]4[CH2:12][NH:13][CH2:14][CH2:15][C:10]=4[NH:9][N:8]=3)[CH2:6][CH:5]1[CH2:4][CH2:3][CH2:2]2.[Cl:16][C:17]1[CH:22]=[CH:21][CH:20]=[C:19]([N:23]=[C:24]=[O:25])[CH:18]=1.O. The catalyst is C(Cl)Cl. The product is [C:1]12([C:7]3[C:11]4[CH2:12][N:13]([C:24]([NH:23][C:19]5[CH:20]=[CH:21][CH:22]=[C:17]([Cl:16])[CH:18]=5)=[O:25])[CH2:14][CH2:15][C:10]=4[NH:9][N:8]=3)[CH2:6][CH:5]1[CH2:4][CH2:3][CH2:2]2. The yield is 0.408. (8) The reactants are C(N(C(C)C)CC)(C)C.[Br:10][C:11]1[CH:16]=[C:15]([C:17]([O-:19])=O)[CH:14]=[CH:13][C:12]=1[C:20]([O:22][CH3:23])=[O:21].CN(C(ON1N=NC2C=CC=CC1=2)=[N+](C)C)C.F[P-](F)(F)(F)(F)F.Cl.[OH:49][C:50]1[CH:51]=[C:52]([CH2:56][NH2:57])[CH:53]=[CH:54][CH:55]=1.C1C=CC2N(O)N=NC=2C=1. The catalyst is CN(C)C=O. The product is [Br:10][C:11]1[CH:16]=[C:15]([C:17]([NH:57][CH2:56][C:52]2[CH:53]=[CH:54][CH:55]=[C:50]([OH:49])[CH:51]=2)=[O:19])[CH:14]=[CH:13][C:12]=1[C:20]([O:22][CH3:23])=[O:21]. The yield is 0.730.